From a dataset of Full USPTO retrosynthesis dataset with 1.9M reactions from patents (1976-2016). Predict the reactants needed to synthesize the given product. (1) Given the product [Cl:7][C:8]1[CH:9]=[C:10]([CH2:15][CH2:16][CH2:17][OH:18])[CH:11]=[C:12]([Cl:14])[CH:13]=1, predict the reactants needed to synthesize it. The reactants are: [H-].[H-].[H-].[H-].[Li+].[Al+3].[Cl:7][C:8]1[CH:9]=[C:10]([CH2:15][CH2:16][C:17](O)=[O:18])[CH:11]=[C:12]([Cl:14])[CH:13]=1.[OH-].[Na+].[NH4+].[Cl-]. (2) Given the product [C:10]([O:14][C:15]([N:17]1[CH2:22][CH2:21][O:20][CH:19]([CH2:23][O:9][C:3]2[CH:4]=[CH:5][C:6]([CH3:8])=[CH:7][C:2]=2[NH2:1])[CH2:18]1)=[O:16])([CH3:13])([CH3:11])[CH3:12].[C:10]([O:14][C:15]([N:17]1[CH2:22][CH2:21][O:20][CH:19]([CH2:23][O:24][C:29]2[CH:30]=[CH:31][C:26]([CH3:25])=[CH:27][C:28]=2[NH:33][C:40]([NH:57][C:58]2[CH:63]=[N:62][C:61]([C:64]#[N:65])=[CH:60][N:59]=2)=[O:46])[CH2:18]1)=[O:16])([CH3:13])([CH3:12])[CH3:11], predict the reactants needed to synthesize it. The reactants are: [NH2:1][C:2]1[CH:7]=[C:6]([CH3:8])[CH:5]=[CH:4][C:3]=1[OH:9].[C:10]([O:14][C:15]([N:17]1[CH2:22][CH2:21][O:20][CH:19]([CH2:23][OH:24])[CH2:18]1)=[O:16])([CH3:13])([CH3:12])[CH3:11].[CH3:25][C:26]1[CH:31]=[CH:30][C:29](O)=[C:28]([N+:33]([O-])=O)[CH:27]=1.ClC(Cl)(O[C:40](=[O:46])OC(Cl)(Cl)Cl)Cl.CCN(C(C)C)C(C)C.[NH2:57][C:58]1[N:59]=[CH:60][C:61]([C:64]#[N:65])=[N:62][CH:63]=1.C[Si]([N-][Si](C)(C)C)(C)C.[Li+].